Dataset: Full USPTO retrosynthesis dataset with 1.9M reactions from patents (1976-2016). Task: Predict the reactants needed to synthesize the given product. (1) The reactants are: [Br:1][C:2]1[CH:3]=[N:4][N:5]([CH3:36])[C:6]=1[C:7]1[CH:8]=[C:9]([C:13]([NH:15][C@H:16]([CH2:24][N:25]2C(=O)C3C(=CC=CC=3)C2=O)[CH2:17][CH:18]2[CH2:23][CH2:22][CH2:21][CH2:20][CH2:19]2)=[O:14])[S:10][C:11]=1[Cl:12].NN. Given the product [NH2:25][CH2:24][C@@H:16]([NH:15][C:13]([C:9]1[S:10][C:11]([Cl:12])=[C:7]([C:6]2[N:5]([CH3:36])[N:4]=[CH:3][C:2]=2[Br:1])[CH:8]=1)=[O:14])[CH2:17][CH:18]1[CH2:19][CH2:20][CH2:21][CH2:22][CH2:23]1, predict the reactants needed to synthesize it. (2) The reactants are: [C:1]1([C:7]#[C:8][CH:9]2[CH2:14][CH2:13][N:12](C(OC(C)(C)C)=O)[CH2:11][CH2:10]2)[CH:6]=[CH:5][CH:4]=[CH:3][CH:2]=1.[ClH:22].CCOC(C)=O. Given the product [ClH:22].[C:1]1([C:7]#[C:8][CH:9]2[CH2:10][CH2:11][NH:12][CH2:13][CH2:14]2)[CH:6]=[CH:5][CH:4]=[CH:3][CH:2]=1, predict the reactants needed to synthesize it. (3) The reactants are: [Br:1][C:2]1[CH:3]=[C:4]2[C:8](=[C:9]([C:11]([NH2:13])=[O:12])[CH:10]=1)[NH:7][N:6]=[C:5]2[CH:14]1[CH2:19][CH2:18][N:17]([S:20]([CH2:23][CH2:24][CH2:25]Cl)(=[O:22])=[O:21])[CH2:16][CH2:15]1.C([O-])([O-])=O.[K+].[K+].[I-].[Na+].[NH:35]1[CH2:39][CH2:38][CH2:37][CH2:36]1. Given the product [Br:1][C:2]1[CH:3]=[C:4]2[C:8](=[C:9]([C:11]([NH2:13])=[O:12])[CH:10]=1)[NH:7][N:6]=[C:5]2[CH:14]1[CH2:19][CH2:18][N:17]([S:20]([CH2:23][CH2:24][CH2:25][N:35]2[CH2:39][CH2:38][CH2:37][CH2:36]2)(=[O:22])=[O:21])[CH2:16][CH2:15]1, predict the reactants needed to synthesize it. (4) Given the product [F:35][CH:33]([F:34])[C:15]1[N:14]([C:4]2[N:3]=[C:2]([N:46]3[CH2:47][CH2:48][N:43]([S:40]([CH2:39][CH2:38][N:37]([CH3:49])[CH3:36])(=[O:42])=[O:41])[CH2:44][CH2:45]3)[N:7]=[C:6]([N:8]3[CH2:13][CH2:12][O:11][CH2:10][CH2:9]3)[N:5]=2)[C:18]2[CH:19]=[C:20]([NH:25][C:26](=[O:32])[O:27][C:28]([CH3:29])([CH3:30])[CH3:31])[CH:21]=[C:22]([O:23][CH3:24])[C:17]=2[N:16]=1, predict the reactants needed to synthesize it. The reactants are: Cl[C:2]1[N:7]=[C:6]([N:8]2[CH2:13][CH2:12][O:11][CH2:10][CH2:9]2)[N:5]=[C:4]([N:14]2[C:18]3[CH:19]=[C:20]([NH:25][C:26](=[O:32])[O:27][C:28]([CH3:31])([CH3:30])[CH3:29])[CH:21]=[C:22]([O:23][CH3:24])[C:17]=3[N:16]=[C:15]2[CH:33]([F:35])[F:34])[N:3]=1.[CH3:36][N:37]([CH3:49])[CH2:38][CH2:39][S:40]([N:43]1[CH2:48][CH2:47][NH:46][CH2:45][CH2:44]1)(=[O:42])=[O:41].CCN(CC)CC. (5) Given the product [Cl:1][C:2]1[C:7]([C:36]([CH2:37][CH2:38][OH:39])=[CH2:40])=[CH:6][C:5]([C:17]#[N:18])=[CH:4][C:3]=1[NH:19][C:20](=[O:26])[O:21][C:22]([CH3:23])([CH3:24])[CH3:25], predict the reactants needed to synthesize it. The reactants are: [Cl:1][C:2]1[C:7](B2OC(C)(C)C(C)(C)O2)=[CH:6][C:5]([C:17]#[N:18])=[CH:4][C:3]=1[NH:19][C:20](=[O:26])[O:21][C:22]([CH3:25])([CH3:24])[CH3:23].P([O-])([O-])([O-])=O.[K+].[K+].[K+].Br[C:36](=[CH2:40])[CH2:37][CH2:38][OH:39].C1COCC1. (6) Given the product [C:36]1([CH2:35][CH:13]([C:11]([OH:12])=[O:10])[CH2:14][CH2:15][N:16]2[C:20]3[CH:21]=[CH:22][CH:23]=[C:24]([CH3:25])[C:19]=3[N:18]=[C:17]2[CH2:26][O:27][C:28]2[CH:33]=[CH:32][C:31]([Cl:34])=[CH:30][CH:29]=2)[CH:41]=[CH:40][CH:39]=[CH:38][CH:37]=1, predict the reactants needed to synthesize it. The reactants are: O1CCCC1.CO.C([O:10][C:11]([CH:13]([CH2:35][C:36]1[CH:41]=[CH:40][CH:39]=[CH:38][CH:37]=1)[CH2:14][CH2:15][N:16]1[C:20]2[CH:21]=[CH:22][CH:23]=[C:24]([CH3:25])[C:19]=2[N:18]=[C:17]1[CH2:26][O:27][C:28]1[CH:33]=[CH:32][C:31]([Cl:34])=[CH:30][CH:29]=1)=[O:12])C.[OH-].[Li+].